Predict the product of the given reaction. From a dataset of Forward reaction prediction with 1.9M reactions from USPTO patents (1976-2016). (1) Given the reactants [CH3:1][C:2]1[C:6]([C:7]#[N:8])=[CH:5][NH:4][N:3]=1.CCN(C(C)C)C(C)C.[CH3:18][C:19]([O:22][C:23](O[C:23]([O:22][C:19]([CH3:21])([CH3:20])[CH3:18])=[O:24])=[O:24])([CH3:21])[CH3:20], predict the reaction product. The product is: [C:7]([C:6]1[C:2]([CH3:1])=[N:3][N:4]([C:23]([O:22][C:19]([CH3:21])([CH3:20])[CH3:18])=[O:24])[CH:5]=1)#[N:8]. (2) Given the reactants [H-].[Na+].Cl[CH2:4][CH2:5][S:6](Cl)(=[O:8])=[O:7].[CH3:10][C:11]1[CH:16]=[C:15]([C:17]2[C:18]([NH2:23])=[N:19][CH:20]=[CH:21][CH:22]=2)[CH:14]=[CH:13][C:12]=1[C:24]1[CH:29]=[CH:28][CH:27]=[CH:26][CH:25]=1, predict the reaction product. The product is: [CH3:10][C:11]1[CH:16]=[C:15]([C:17]2[C:18]3=[N:23][S:6](=[O:8])(=[O:7])[CH2:5][CH2:4][N:19]3[CH:20]=[CH:21][CH:22]=2)[CH:14]=[CH:13][C:12]=1[C:24]1[CH:29]=[CH:28][CH:27]=[CH:26][CH:25]=1. (3) Given the reactants [Br:1][C:2]1[CH:3]=[C:4]([CH:6]=[CH:7][CH:8]=1)[NH2:5].[C:9](OC(=O)C)(=[O:11])[CH3:10], predict the reaction product. The product is: [Br:1][C:2]1[CH:3]=[C:4]([NH:5][C:9](=[O:11])[CH3:10])[CH:6]=[CH:7][CH:8]=1. (4) The product is: [C:20]([C:24]1[N:29]=[C:28]([N:30]2[CH2:31][CH2:32][N:33]([CH2:2][CH2:3][CH2:4][CH2:5][C:6]([N:8]3[C:14]4[CH:15]=[CH:16][CH:17]=[CH:18][C:13]=4[C:12](=[O:19])[CH2:11][CH2:10][CH2:9]3)=[O:7])[CH2:34][CH2:35]2)[CH:27]=[C:26]([C:36]([F:37])([F:38])[F:39])[N:25]=1)([CH3:23])([CH3:21])[CH3:22]. Given the reactants Cl[CH2:2][CH2:3][CH2:4][CH2:5][C:6]([N:8]1[C:14]2[CH:15]=[CH:16][CH:17]=[CH:18][C:13]=2[C:12](=[O:19])[CH2:11][CH2:10][CH2:9]1)=[O:7].[C:20]([C:24]1[N:29]=[C:28]([N:30]2[CH2:35][CH2:34][NH:33][CH2:32][CH2:31]2)[CH:27]=[C:26]([C:36]([F:39])([F:38])[F:37])[N:25]=1)([CH3:23])([CH3:22])[CH3:21].[Na+].[Br-].C(N(C(C)C)CC)(C)C, predict the reaction product. (5) Given the reactants [F:1][C:2]1[CH:3]=[C:4]([OH:8])[CH:5]=[CH:6][CH:7]=1.F[C:10]1[CH:11]=[C:12]([CH:15]=[CH:16][CH:17]=1)[C:13]#[N:14].CC(C)([O-])C.[K+].C(OCC)(=O)C, predict the reaction product. The product is: [F:1][C:2]1[CH:3]=[C:4]([CH:5]=[CH:6][CH:7]=1)[O:8][C:10]1[CH:11]=[C:12]([CH:15]=[CH:16][CH:17]=1)[C:13]#[N:14]. (6) Given the reactants [C:1]1([C:7]([NH:9][C:10](=[CH2:15])[C:11]([O:13][CH3:14])=[O:12])=[O:8])[CH:6]=[CH:5][CH:4]=[CH:3][CH:2]=1.C[Si](C)(C)[O:18][C:19](=[CH2:22])[CH:20]=[CH2:21], predict the reaction product. The product is: [O:18]=[C:19]1[CH2:20][CH2:21][C:10]([NH:9][C:7]([C:1]2[CH:2]=[CH:3][CH:4]=[CH:5][CH:6]=2)=[O:8])([C:11]([O:13][CH3:14])=[O:12])[CH2:15][CH2:22]1. (7) Given the reactants O1CCCC1.[OH-].[Na+].C([O:10][C:11]([CH:13]1[CH2:18][CH2:17][N:16]([C:19]2[N:28]=[C:27]([NH:29][CH2:30][C:31]3[CH:36]=[CH:35][C:34]([O:37][CH3:38])=[C:33]([Cl:39])[CH:32]=3)[C:26]3[C:21](=[CH:22][CH:23]=[C:24]([C:40]#[N:41])[CH:25]=3)[N:20]=2)[CH2:15][CH2:14]1)=[O:12])C.Cl, predict the reaction product. The product is: [C:11]([CH:13]1[CH2:18][CH2:17][N:16]([C:19]2[N:28]=[C:27]([NH:29][CH2:30][C:31]3[CH:36]=[CH:35][C:34]([O:37][CH3:38])=[C:33]([Cl:39])[CH:32]=3)[C:26]3[C:21](=[CH:22][CH:23]=[C:24]([C:40]#[N:41])[CH:25]=3)[N:20]=2)[CH2:15][CH2:14]1)([OH:12])=[O:10]. (8) Given the reactants [CH:1]1([C:7]2[N:12]([C:13]3[CH:18]=[C:17]([F:19])[CH:16]=[C:15]([F:20])[CH:14]=3)[C:11](=[O:21])[CH:10]=[C:9]([OH:22])[N:8]=2)[CH2:6][CH2:5][CH2:4][CH2:3][CH2:2]1.[Cl-].C[Al+]C.CCCCCC.FC1C=[C:36](C=C(F)C=1)[NH2:37].C1(C#N)CCCCC1.C(OCC)(=O)[CH2:51][C:52]([O:54]CC)=[O:53].C[O-:62].[Na+], predict the reaction product. The product is: [CH:1]1([C:7]2[N:12]([C:13]3[CH:14]=[C:15]([F:20])[CH:16]=[C:17]([F:19])[CH:18]=3)[C:11](=[O:21])[C:10]([C:36]([NH:37][CH2:51][C:52]([OH:54])=[O:53])=[O:62])=[C:9]([OH:22])[N:8]=2)[CH2:2][CH2:3][CH2:4][CH2:5][CH2:6]1.